From a dataset of Full USPTO retrosynthesis dataset with 1.9M reactions from patents (1976-2016). Predict the reactants needed to synthesize the given product. (1) Given the product [CH3:11][O:12][C:13]1[CH:18]=[CH:17][C:16]([C:2]2[CH:9]=[CH:8][C:5]([C:6]#[N:7])=[CH:4][C:3]=2[CH3:10])=[CH:15][CH:14]=1, predict the reactants needed to synthesize it. The reactants are: Br[C:2]1[CH:9]=[CH:8][C:5]([C:6]#[N:7])=[CH:4][C:3]=1[CH3:10].[CH3:11][O:12][C:13]1[CH:18]=[CH:17][C:16](B(O)O)=[CH:15][CH:14]=1. (2) The reactants are: [C:1]([NH:4][C:5]1[CH:10]=[C:9]([Cl:11])[C:8]([F:12])=[CH:7][C:6]=1/[CH:13]=[CH:14]/[C:15]([OH:17])=O)(=[O:3])[CH3:2].[F:18][C:19]1[CH:33]=[CH:32][C:22]([CH2:23][N:24]2[CH2:30][CH:29]3[NH:31][CH:26]([CH2:27][CH2:28]3)[CH2:25]2)=[CH:21][CH:20]=1.CCN=C=NCCCN(C)C.Cl.OC1C2N=NNC=2C=CC=1. Given the product [Cl:11][C:9]1[C:8]([F:12])=[CH:7][C:6](/[CH:13]=[CH:14]/[C:15]([N:31]2[CH:29]3[CH2:28][CH2:27][CH:26]2[CH2:25][N:24]([CH2:23][C:22]2[CH:32]=[CH:33][C:19]([F:18])=[CH:20][CH:21]=2)[CH2:30]3)=[O:17])=[C:5]([NH:4][C:1](=[O:3])[CH3:2])[CH:10]=1, predict the reactants needed to synthesize it. (3) Given the product [CH2:17]([N:19]1[C:23]2=[N:24][CH:25]=[C:26]([CH:35]=[O:36])[C:27]([NH:28][CH:29]3[CH2:30][CH2:31][O:32][CH2:33][CH2:34]3)=[C:22]2[CH:21]=[N:20]1)[CH3:18], predict the reactants needed to synthesize it. The reactants are: [Cr](Cl)([O-])(=O)=O.[NH+]1C=CC=CC=1.C([O-])(=O)C.[Na+].[CH2:17]([N:19]1[C:23]2=[N:24][CH:25]=[C:26]([CH2:35][OH:36])[C:27]([NH:28][CH:29]3[CH2:34][CH2:33][O:32][CH2:31][CH2:30]3)=[C:22]2[CH:21]=[N:20]1)[CH3:18].